This data is from Full USPTO retrosynthesis dataset with 1.9M reactions from patents (1976-2016). The task is: Predict the reactants needed to synthesize the given product. Given the product [Cl:11][C:10]1[CH:9]=[C:8]2[C:4]([C:5]([C:12]([OH:14])=[O:13])=[N:6][NH:7]2)=[CH:3][C:2]=1[C:22]1[CH:27]=[CH:26][C:25]([C:28]([OH:34])([CH3:33])[C:29]([F:31])([F:32])[F:30])=[CH:24][CH:23]=1, predict the reactants needed to synthesize it. The reactants are: Br[C:2]1[CH:3]=[C:4]2[C:8](=[CH:9][C:10]=1[Cl:11])[NH:7][N:6]=[C:5]2[C:12]([OH:14])=[O:13].CC1(C)COB([C:22]2[CH:27]=[CH:26][C:25]([C:28]([OH:34])([CH3:33])[C:29]([F:32])([F:31])[F:30])=[CH:24][CH:23]=2)OC1.C(=O)([O-])[O-].[K+].[K+].